From a dataset of Full USPTO retrosynthesis dataset with 1.9M reactions from patents (1976-2016). Predict the reactants needed to synthesize the given product. (1) Given the product [C:26]([N:16]1[CH2:17][CH2:18][CH2:19][CH:15]1[CH2:14][N:13]1[C:12]2[CH:20]=[CH:21][CH:22]=[CH:23][C:11]=2[N:10]=[C:9]1[NH:8][C:6](=[O:7])[C:5]1[CH:4]=[CH:3][C:2]([Cl:1])=[CH:25][CH:24]=1)(=[O:29])[CH:27]=[CH2:28], predict the reactants needed to synthesize it. The reactants are: [Cl:1][C:2]1[CH:25]=[CH:24][C:5]([C:6]([NH:8][C:9]2[N:13]([CH2:14][CH:15]3[CH2:19][CH2:18][CH2:17][NH:16]3)[C:12]3[CH:20]=[CH:21][CH:22]=[CH:23][C:11]=3[N:10]=2)=[O:7])=[CH:4][CH:3]=1.[C:26](Cl)(=[O:29])[CH:27]=[CH2:28].[OH-].[Na+]. (2) Given the product [F:1][C:2]1[CH:7]=[CH:6][C:5]([F:8])=[CH:4][C:3]=1[C:9](=[O:14])[CH2:10][N+:11]([O-:13])=[O:12], predict the reactants needed to synthesize it. The reactants are: [F:1][C:2]1[CH:7]=[CH:6][C:5]([F:8])=[CH:4][C:3]=1[CH:9]([OH:14])[CH2:10][N+:11]([O-:13])=[O:12].CC(C)=O.OS(O)(=O)=O.O=[Cr](=O)=O.CC(O)C.O. (3) Given the product [F:1][C:2]1[CH:7]=[C:6]([F:8])[CH:5]=[CH:4][C:3]=1/[CH:9]=[CH:10]/[C:11]1[CH:16]=[CH:15][C:14]([S:17]([C:20]2[CH:28]=[CH:27][C:23]([C:24]([NH:31][CH3:29])=[O:25])=[CH:22][CH:21]=2)(=[O:19])=[O:18])=[CH:13][CH:12]=1, predict the reactants needed to synthesize it. The reactants are: [F:1][C:2]1[CH:7]=[C:6]([F:8])[CH:5]=[CH:4][C:3]=1/[CH:9]=[CH:10]/[C:11]1[CH:16]=[CH:15][C:14]([S:17]([C:20]2[CH:28]=[CH:27][C:23]([C:24](O)=[O:25])=[CH:22][CH:21]=2)(=[O:19])=[O:18])=[CH:13][CH:12]=1.[C:29](N1C=CN=C1)([N:31]1C=CN=C1)=O.Cl.CN. (4) Given the product [F:14][C:15]1[CH:16]=[C:17]([CH:18]=[CH:1][C:2]2[N:11]([CH3:12])[C:10](=[O:13])[C:9]3[C:4](=[CH:5][CH:6]=[CH:7][CH:8]=3)[N:3]=2)[CH:20]=[CH:21][CH:22]=1, predict the reactants needed to synthesize it. The reactants are: [CH3:1][C:2]1[N:11]([CH3:12])[C:10](=[O:13])[C:9]2[C:4](=[CH:5][CH:6]=[CH:7][CH:8]=2)[N:3]=1.[F:14][C:15]1[CH:16]=[C:17]([CH:20]=[CH:21][CH:22]=1)[CH:18]=O. (5) Given the product [CH3:63][C:64]1[CH:72]=[CH:71][CH:70]=[CH:69][C:65]=1[C:66]([N:38]1[CH2:39][CH2:40][N:35]([C:18](=[O:17])[CH2:19][NH:20][C:21]([C:23]2[CH:24]=[CH:25][C:26]([C:29]3[CH:34]=[CH:33][CH:32]=[CH:31][CH:30]=3)=[CH:27][CH:28]=2)=[O:22])[CH2:36][CH2:37]1)=[O:67], predict the reactants needed to synthesize it. The reactants are: CCN(C(C)C)C(C)C.OC(C(F)(F)F)=O.[O:17]=[C:18]([N:35]1[CH2:40][CH2:39][NH:38][CH2:37][CH2:36]1)[CH2:19][NH:20][C:21]([C:23]1[CH:28]=[CH:27][C:26]([C:29]2[CH:34]=[CH:33][CH:32]=[CH:31][CH:30]=2)=[CH:25][CH:24]=1)=[O:22].C1C=CC2N(O)N=NC=2C=1.CCN=C=NCCCN(C)C.Cl.[CH3:63][C:64]1[CH:72]=[CH:71][CH:70]=[CH:69][C:65]=1[C:66](O)=[O:67].